This data is from Reaction yield outcomes from USPTO patents with 853,638 reactions. The task is: Predict the reaction yield, written as a fraction of the theoretical maximum amount of product (1.0 means a 100% yield; for example, 0.34 means a 34% yield). (1) The reactants are [Cl:1][C:2]1[CH:3]=[C:4]([CH:8]2[C:12]([C:15]3[CH:20]=[CH:19][C:18]([Cl:21])=[CH:17][CH:16]=3)([C:13]#[N:14])[CH:11]([CH2:22][C:23]([CH3:26])([CH3:25])[CH3:24])[N:10]([CH2:27][CH3:28])[CH:9]2[C:29]([OH:31])=O)[CH:5]=[CH:6][CH:7]=1.CC1(C)[O:37][C@@H:36]([CH2:38][CH2:39][NH2:40])[CH2:35][O:34]1.CN(C(ON1N=NC2C=CC=NC1=2)=[N+](C)C)C.F[P-](F)(F)(F)(F)F.CCN(C(C)C)C(C)C. The catalyst is C(Cl)Cl. The product is [OH:37][C@H:36]([CH2:35][OH:34])[CH2:38][CH2:39][NH:40][C:29]([CH:9]1[CH:8]([C:4]2[CH:5]=[CH:6][CH:7]=[C:2]([Cl:1])[CH:3]=2)[C:12]([C:15]2[CH:20]=[CH:19][C:18]([Cl:21])=[CH:17][CH:16]=2)([C:13]#[N:14])[CH:11]([CH2:22][C:23]([CH3:26])([CH3:25])[CH3:24])[N:10]1[CH2:27][CH3:28])=[O:31]. The yield is 0.358. (2) The reactants are [C:1]([C:3]1[CH:4]=[C:5]([N:9]2[CH2:18][C@H:17]3[N:13]([CH2:14][CH2:15][CH2:16]3)[C:12]3[N:19]=[C:20]([S:23][CH3:24])[N:21]=[CH:22][C:11]=3[C:10]2=[O:25])[CH:6]=[CH:7][CH:8]=1)#[N:2].C(N(C(C)C)CC)(C)C.Cl.[NH2:36][OH:37]. The catalyst is C(O)C. The product is [OH:37][N:36]=[C:1]([NH2:2])[C:3]1[CH:8]=[CH:7][CH:6]=[C:5]([N:9]2[CH2:18][C@H:17]3[N:13]([CH2:14][CH2:15][CH2:16]3)[C:12]3[N:19]=[C:20]([S:23][CH3:24])[N:21]=[CH:22][C:11]=3[C:10]2=[O:25])[CH:4]=1. The yield is 0.960. (3) The reactants are [C:1]([NH:5][C:6]([C:8]1[C:12]2=[N:13][C:14]([C:17]3[C:25]4[C:20](=[C:21]([CH2:26][CH3:27])[CH:22]=[CH:23][CH:24]=4)[NH:19][N:18]=3)=[CH:15][N:16]=[C:11]2[N:10](COCC[Si](C)(C)C)[CH:9]=1)=[O:7])([CH3:4])([CH3:3])[CH3:2].FC(F)(F)C(O)=O.C(N)CN. The catalyst is ClCCl.CO.ClCCl. The product is [C:1]([NH:5][C:6]([C:8]1[C:12]2=[N:13][C:14]([C:17]3[C:25]4[C:20](=[C:21]([CH2:26][CH3:27])[CH:22]=[CH:23][CH:24]=4)[NH:19][N:18]=3)=[CH:15][N:16]=[C:11]2[NH:10][CH:9]=1)=[O:7])([CH3:4])([CH3:3])[CH3:2]. The yield is 0.480.